Dataset: Forward reaction prediction with 1.9M reactions from USPTO patents (1976-2016). Task: Predict the product of the given reaction. (1) Given the reactants [CH3:1][O:2][C:3](=[O:36])[C@@H:4]([NH:25][C:26](=[O:35])[C:27]1[CH:32]=[C:31]([Cl:33])[CH:30]=[CH:29][C:28]=1[NH2:34])[CH2:5][C:6]1[CH:11]=[CH:10][C:9]([C:12]2[CH:17]=[CH:16][C:15]([O:18][C:19]3[CH:24]=[CH:23][CH:22]=[CH:21][CH:20]=3)=[CH:14][CH:13]=2)=[CH:8][CH:7]=1.[CH3:37][O:38][C:39](=[O:46])[CH2:40][CH2:41][CH2:42][CH2:43][CH:44]=O.C(O)(=O)C.C(O[BH-](OC(=O)C)OC(=O)C)(=O)C.[Na+], predict the reaction product. The product is: [CH3:37][O:38][C:39](=[O:46])[CH2:40][CH2:41][CH2:42][CH2:43][CH2:44][NH:34][C:28]1[CH:29]=[CH:30][C:31]([Cl:33])=[CH:32][C:27]=1[C:26](=[O:35])[NH:25][C@H:4]([C:3]([O:2][CH3:1])=[O:36])[CH2:5][C:6]1[CH:7]=[CH:8][C:9]([C:12]2[CH:13]=[CH:14][C:15]([O:18][C:19]3[CH:24]=[CH:23][CH:22]=[CH:21][CH:20]=3)=[CH:16][CH:17]=2)=[CH:10][CH:11]=1. (2) Given the reactants C(O[C:6](=O)[N:7](C)[CH:8]([C:10](=[O:36])[NH:11][CH:12]1[C:18](=[O:19])[N:17]2[CH:20]([C:23](=[O:35])[NH:24][CH:25]3[C:34]4[C:29](=[CH:30][CH:31]=[CH:32][CH:33]=4)[CH2:28][CH2:27][CH2:26]3)[CH2:21][CH2:22][CH:16]2[CH2:15][CH2:14][CH2:13]1)[CH3:9])(C)(C)C.Cl, predict the reaction product. The product is: [CH:25]1([NH:24][C:23]([CH:20]2[N:17]3[C:18](=[O:19])[CH:12]([NH:11][C:10](=[O:36])[CH:8]([NH:7][CH3:6])[CH3:9])[CH2:13][CH2:14][CH2:15][CH:16]3[CH2:22][CH2:21]2)=[O:35])[C:34]2[C:29](=[CH:30][CH:31]=[CH:32][CH:33]=2)[CH2:28][CH2:27][CH2:26]1.